Dataset: Forward reaction prediction with 1.9M reactions from USPTO patents (1976-2016). Task: Predict the product of the given reaction. (1) Given the reactants Br[C:2]1[C:10]2[C:5](=[CH:6][CH:7]=C(C(N)=O)[CH:9]=2)[N:4](C2CCCCO2)[N:3]=1.[S:20]1[C:24](B(O)O)=[CH:23][C:22]2[CH:28]=[CH:29][CH:30]=[CH:31][C:21]1=2.ClCCl.P([O-])([O-])([O-])=[O:36].[K+].[K+].[K+].[CH3:43][O:44][CH2:45][CH2:46]OC, predict the reaction product. The product is: [S:20]1[C:24]([C:2]2[C:10]3[C:5](=[CH:6][CH:7]=[C:46]([C:45]([O:44][CH3:43])=[O:36])[CH:9]=3)[NH:4][N:3]=2)=[CH:23][C:22]2[CH:28]=[CH:29][CH:30]=[CH:31][C:21]1=2. (2) Given the reactants C(OC(=O)[NH:7][CH2:8][CH2:9][CH2:10][NH:11][CH:12]([C:14]1[CH:19]=[CH:18][CH:17]=[CH:16][N:15]=1)[CH3:13])(C)(C)C.[CH3:21][C:22]1[C:23]([CH:29]=O)=[N:24][CH:25]=[C:26]([CH3:28])[CH:27]=1.[BH-](OC(C)=O)(OC(C)=O)OC(C)=O.[Na+], predict the reaction product. The product is: [CH3:21][C:22]1[C:23]([CH2:29][N:11]([CH:12]([C:14]2[CH:19]=[CH:18][CH:17]=[CH:16][N:15]=2)[CH3:13])[CH2:10][CH2:9][CH2:8][NH2:7])=[N:24][CH:25]=[C:26]([CH3:28])[CH:27]=1.